Dataset: Reaction yield outcomes from USPTO patents with 853,638 reactions. Task: Predict the reaction yield, written as a fraction of the theoretical maximum amount of product (1.0 means a 100% yield; for example, 0.34 means a 34% yield). (1) The reactants are [CH3:1][CH2:2][C:3]1[CH:8]=[CH:7][C:6]([C:9]([CH3:11])=[O:10])=[CH:5][CH:4]=1.Br.[OH2:13]. The catalyst is CS(C)=O. The product is [CH2:2]([C:3]1[CH:8]=[CH:7][C:6]([C:9](=[O:10])[CH:11]=[O:13])=[CH:5][CH:4]=1)[CH3:1]. The yield is 0.560. (2) The reactants are Br[C:2]1[CH:3]=[CH:4][C:5]2[O:6][CH2:7][C:8](=[O:12])[NH:9][C:10]=2[N:11]=1.[C:13]1(/[CH:19]=[CH:20]/B(O)O)[CH:18]=[CH:17][CH:16]=[CH:15][CH:14]=1.C(=O)([O-])[O-].[K+].[K+]. The catalyst is O1CCOCC1.O.CCOC(C)=O.C1C=CC([P]([Pd]([P](C2C=CC=CC=2)(C2C=CC=CC=2)C2C=CC=CC=2)([P](C2C=CC=CC=2)(C2C=CC=CC=2)C2C=CC=CC=2)[P](C2C=CC=CC=2)(C2C=CC=CC=2)C2C=CC=CC=2)(C2C=CC=CC=2)C2C=CC=CC=2)=CC=1. The product is [CH:20](/[C:2]1[CH:3]=[CH:4][C:5]2[O:6][CH2:7][C:8](=[O:12])[NH:9][C:10]=2[N:11]=1)=[CH:19]\[C:13]1[CH:18]=[CH:17][CH:16]=[CH:15][CH:14]=1. The yield is 0.380. (3) The product is [F:26][C:25]([F:27])([F:28])[C:24]([F:29])([C:5]1[CH:6]=[CH:7][C:2]([NH2:1])=[CH:3][CH:4]=1)[C:23]([F:31])([F:32])[C:22]([F:34])([F:33])[F:21]. The yield is 0.510. The reactants are [NH2:1][C:2]1[CH:7]=[CH:6][CH:5]=[CH:4][CH:3]=1.S(S([O-])=O)([O-])=O.[Na+].[Na+].C(=O)([O-])O.[Na+].[F:21][C:22]([F:34])([F:33])[C:23]([F:32])([F:31])[C:24](I)([F:29])[C:25]([F:28])([F:27])[F:26]. The catalyst is S([O-])(O)(=O)=O.C([N+](CCCC)(CCCC)CCCC)CCC.O.COC(C)(C)C. (4) The reactants are [CH3:1][CH:2]([CH2:8][CH2:9][CH3:10])[CH:3]=[CH:4][N+:5]([O-:7])=[O:6].C(N(CC)CC)C.[S:18]1[CH2:23][CH:22]([OH:24])[S:18][CH2:23][CH:22]1[OH:24]. The catalyst is C(O)C.C(OCC)(=O)C. The product is [N+:5]([CH:4]1[CH:3]([CH:2]([CH2:8][CH2:9][CH3:10])[CH3:1])[S:18][CH2:23][CH:22]1[OH:24])([O-:7])=[O:6]. The yield is 0.426. (5) The reactants are [CH3:1][C:2]([C:4]1[CH:9]=[C:8]([F:10])[C:7]([O:11][CH3:12])=[C:6]([F:13])[CH:5]=1)=[O:3].[C:14](=O)([O:17]C)[O:15][CH3:16].FSI. No catalyst specified. The product is [CH3:16][O:15][C:14](=[O:17])[CH2:1][C:2](=[O:3])[C:4]1[CH:5]=[C:6]([F:13])[C:7]([O:11][CH3:12])=[C:8]([F:10])[CH:9]=1. The yield is 0.970.